From a dataset of Reaction yield outcomes from USPTO patents with 853,638 reactions. Predict the reaction yield, written as a fraction of the theoretical maximum amount of product (1.0 means a 100% yield; for example, 0.34 means a 34% yield). (1) The reactants are CN(OC)[C:3]([CH:5]1[CH2:10][CH2:9][CH2:8][CH2:7][CH2:6]1)=[O:4].[CH2:13]([Mg]Cl)[C:14]1[CH:19]=[CH:18][CH:17]=[CH:16][CH:15]=1.C(OCC)C.O. The catalyst is O1CCCC1. The product is [CH2:13]([C:3]([CH:5]1[CH2:10][CH2:9][CH2:8][CH2:7][CH2:6]1)=[O:4])[C:14]1[CH:19]=[CH:18][CH:17]=[CH:16][CH:15]=1. The yield is 0.700. (2) The reactants are [N+:1]([C:4]1[CH:9]=[CH:8][C:7]([NH2:10])=[C:6]([NH2:11])[CH:5]=1)([O-:3])=[O:2].[C:12]([C:20]1[C:21](=[O:31])[N:22]([CH3:30])[C:23](=[O:29])[N:24]([CH3:28])[C:25]=1[CH2:26]Br)(=O)[C:13]1[CH:18]=[CH:17][CH:16]=[CH:15][CH:14]=1. The catalyst is C(O)C. The product is [NH2:10][C:7]1[CH:8]=[CH:9][C:4]([N+:1]([O-:3])=[O:2])=[CH:5][C:6]=1[N:11]1[C:12]([C:13]2[CH:18]=[CH:17][CH:16]=[CH:15][CH:14]=2)=[C:20]2[C:25]([N:24]([CH3:28])[C:23](=[O:29])[N:22]([CH3:30])[C:21]2=[O:31])=[CH:26]1. The yield is 0.887. (3) The reactants are [Br:1][C:2]1[CH:7]=[CH:6][C:5]([C:8]([CH:10]2[CH2:15][CH2:14][NH:13][CH2:12][CH2:11]2)=[O:9])=[CH:4][CH:3]=1.[C:16]1([C:18](=[CH:20][CH:21]=[CH:22][CH:23]=1)O)[OH:17].CC1C=CC(S(O)(=O)=O)=CC=1.O. The catalyst is C1(C)C(C)=CC=CC=1. The product is [Br:1][C:2]1[CH:7]=[CH:6][C:5]([C:8]2([CH:10]3[CH2:15][CH2:14][NH:13][CH2:12][CH2:11]3)[O:17][C:16]3[CH:18]=[CH:20][CH:21]=[CH:22][C:23]=3[O:9]2)=[CH:4][CH:3]=1. The yield is 0.870.